From a dataset of Catalyst prediction with 721,799 reactions and 888 catalyst types from USPTO. Predict which catalyst facilitates the given reaction. Reactant: [C:1]([C:5]1[CH:10]=[CH:9][C:8]([NH2:11])=[CH:7][C:6]=1[NH2:12])([CH3:4])([CH3:3])[CH3:2].N1C=CC=CC=1.Cl[C:20]([O:22][CH2:23][C:24]1[CH:29]=[CH:28][CH:27]=[CH:26][CH:25]=1)=[O:21]. Product: [CH2:23]([O:22][C:20](=[O:21])[NH:11][C:8]1[CH:9]=[CH:10][C:5]([C:1]([CH3:4])([CH3:2])[CH3:3])=[C:6]([NH2:12])[CH:7]=1)[C:24]1[CH:29]=[CH:28][CH:27]=[CH:26][CH:25]=1. The catalyst class is: 512.